Dataset: NCI-60 drug combinations with 297,098 pairs across 59 cell lines. Task: Regression. Given two drug SMILES strings and cell line genomic features, predict the synergy score measuring deviation from expected non-interaction effect. (1) Synergy scores: CSS=29.3, Synergy_ZIP=-0.821, Synergy_Bliss=-2.45, Synergy_Loewe=-25.4, Synergy_HSA=-1.21. Drug 1: CC1=C2C(C(=O)C3(C(CC4C(C3C(C(C2(C)C)(CC1OC(=O)C(C(C5=CC=CC=C5)NC(=O)OC(C)(C)C)O)O)OC(=O)C6=CC=CC=C6)(CO4)OC(=O)C)OC)C)OC. Drug 2: C(CN)CNCCSP(=O)(O)O. Cell line: ACHN. (2) Drug 1: C1=C(C(=O)NC(=O)N1)F. Drug 2: CCN(CC)CCCC(C)NC1=C2C=C(C=CC2=NC3=C1C=CC(=C3)Cl)OC. Cell line: HCC-2998. Synergy scores: CSS=33.0, Synergy_ZIP=-10.8, Synergy_Bliss=-14.5, Synergy_Loewe=-4.50, Synergy_HSA=-4.52. (3) Drug 1: CC1CCC2CC(C(=CC=CC=CC(CC(C(=O)C(C(C(=CC(C(=O)CC(OC(=O)C3CCCCN3C(=O)C(=O)C1(O2)O)C(C)CC4CCC(C(C4)OC)O)C)C)O)OC)C)C)C)OC. Drug 2: CCCCC(=O)OCC(=O)C1(CC(C2=C(C1)C(=C3C(=C2O)C(=O)C4=C(C3=O)C=CC=C4OC)O)OC5CC(C(C(O5)C)O)NC(=O)C(F)(F)F)O. Cell line: OVCAR-5. Synergy scores: CSS=32.8, Synergy_ZIP=2.07, Synergy_Bliss=1.17, Synergy_Loewe=0.720, Synergy_HSA=1.05. (4) Synergy scores: CSS=4.59, Synergy_ZIP=-0.715, Synergy_Bliss=1.28, Synergy_Loewe=-0.170, Synergy_HSA=0.212. Drug 1: C1=NC2=C(N=C(N=C2N1C3C(C(C(O3)CO)O)O)F)N. Cell line: MCF7. Drug 2: CCC1(CC2CC(C3=C(CCN(C2)C1)C4=CC=CC=C4N3)(C5=C(C=C6C(=C5)C78CCN9C7C(C=CC9)(C(C(C8N6C)(C(=O)OC)O)OC(=O)C)CC)OC)C(=O)OC)O.OS(=O)(=O)O. (5) Drug 1: CC1=C2C(C(=O)C3(C(CC4C(C3C(C(C2(C)C)(CC1OC(=O)C(C(C5=CC=CC=C5)NC(=O)OC(C)(C)C)O)O)OC(=O)C6=CC=CC=C6)(CO4)OC(=O)C)OC)C)OC. Drug 2: C1CC(=O)NC(=O)C1N2CC3=C(C2=O)C=CC=C3N. Cell line: SNB-75. Synergy scores: CSS=41.7, Synergy_ZIP=5.99, Synergy_Bliss=4.99, Synergy_Loewe=-28.5, Synergy_HSA=7.13.